This data is from Full USPTO retrosynthesis dataset with 1.9M reactions from patents (1976-2016). The task is: Predict the reactants needed to synthesize the given product. (1) Given the product [OH:2][C:3]1[C:12]([C:13]([OH:15])=[O:14])=[C:11]2[C:6]([CH:7]=[CH:8][CH:9]=[N:10]2)=[CH:5][CH:4]=1, predict the reactants needed to synthesize it. The reactants are: C[O:2][C:3]1[C:12]([C:13]([OH:15])=[O:14])=[C:11]2[C:6]([CH:7]=[CH:8][CH:9]=[N:10]2)=[CH:5][CH:4]=1. (2) The reactants are: [Li][CH2:2][CH2:3][CH2:4][CH3:5].[CH2:6]([N:10]1[C:14]([CH:15]=[N:16][N:17]2[CH2:21][CH2:20][CH2:19][C@@H:18]2[CH2:22][O:23][CH3:24])=[CH:13][N:12]=[C:11]1[C:25]1[CH:30]=[CH:29][CH:28]=[CH:27][CH:26]=1)[CH2:7][CH2:8][CH3:9].[CH2:31]1COCC1. Given the product [CH2:6]([N:10]1[C:14]([C@@H:15]([NH:16][N:17]2[CH2:21][CH2:20][CH2:19][C@@H:18]2[CH2:22][O:23][CH2:24][CH3:31])[CH2:2][CH2:3][CH2:4][CH3:5])=[CH:13][N:12]=[C:11]1[C:25]1[CH:26]=[CH:27][CH:28]=[CH:29][CH:30]=1)[CH2:7][CH2:8][CH3:9], predict the reactants needed to synthesize it. (3) Given the product [Br:1][CH2:2][C:3]1[CH:12]=[CH:11][C:10]2[C:5](=[CH:6][C:7]([F:14])=[CH:8][CH:9]=2)[N:4]=1, predict the reactants needed to synthesize it. The reactants are: [Br:1][CH2:2][C:3]1[CH:12]=[CH:11][C:10]2[C:5](=[CH:6][CH:7]=[C:8](F)[CH:9]=2)[N:4]=1.[F:14]C1C=C2C(C=CC(C)=N2)=CC=1. (4) Given the product [O:6]1[CH2:21][CH2:22][O:23][CH:5]1[C:4]1[CH:7]=[CH:8][C:9]([O:10][Si:11]([CH:15]([CH3:17])[CH3:16])([CH:18]([CH3:20])[CH3:19])[CH:12]([CH3:13])[CH3:14])=[C:2]([F:1])[CH:3]=1, predict the reactants needed to synthesize it. The reactants are: [F:1][C:2]1[CH:3]=[C:4]([CH:7]=[CH:8][C:9]=1[O:10][Si:11]([CH:18]([CH3:20])[CH3:19])([CH:15]([CH3:17])[CH3:16])[CH:12]([CH3:14])[CH3:13])[CH:5]=[O:6].[CH2:21](O)[CH2:22][OH:23].C1(C)C=CC(S(O)(=O)=O)=CC=1.O.